From a dataset of Forward reaction prediction with 1.9M reactions from USPTO patents (1976-2016). Predict the product of the given reaction. (1) The product is: [Br:12][C:9]1[CH:10]=[CH:11][C:2]([NH:1][C:28](=[O:29])[CH2:27][CH2:26][C:20]2[CH:25]=[CH:24][CH:23]=[CH:22][CH:21]=2)=[C:3]([CH:8]=1)[C:4]([O:6][CH3:7])=[O:5]. Given the reactants [NH2:1][C:2]1[CH:11]=[CH:10][C:9]([Br:12])=[CH:8][C:3]=1[C:4]([O:6][CH3:7])=[O:5].C(N(CC)CC)C.[C:20]1([CH2:26][CH2:27][C:28](Cl)=[O:29])[CH:25]=[CH:24][CH:23]=[CH:22][CH:21]=1, predict the reaction product. (2) Given the reactants [CH3:1][N:2]([CH3:14])[N:3]=[C:4]1[CH2:8][CH2:7][CH2:6][CH:5]1[C:9]([O:11][CH2:12][CH3:13])=[O:10].C([BH3-])#N.[Na+].C(=O)(O)[O-].[Na+], predict the reaction product. The product is: [CH3:1][N:2]([CH3:14])[NH:3][CH:4]1[CH2:8][CH2:7][CH2:6][CH:5]1[C:9]([O:11][CH2:12][CH3:13])=[O:10]. (3) Given the reactants Cl[CH2:2][C:3]1[CH:4]=[C:5]([CH3:15])[C:6]([O:9][CH2:10][C:11]([F:14])([F:13])[F:12])=[N:7][CH:8]=1.[N-:16]=[N+:17]=[N-:18].[Na+].O, predict the reaction product. The product is: [N:16]([CH2:2][C:3]1[CH:4]=[C:5]([CH3:15])[C:6]([O:9][CH2:10][C:11]([F:14])([F:13])[F:12])=[N:7][CH:8]=1)=[N+:17]=[N-:18]. (4) Given the reactants [Br:1][C:2]1[CH:3]=[C:4](I)[C:5]2[N:6]([CH:8]=[CH:9][N:10]=2)[CH:7]=1.[NH2:12][C:13]1[CH:18]=[CH:17][C:16]([C:19]([N:21]2[CH2:26][CH2:25][O:24][CH2:23][CH2:22]2)=[O:20])=[CH:15][CH:14]=1.CC1(C)C2C(=C(P(C3C=CC=CC=3)C3C=CC=CC=3)C=CC=2)OC2C(P(C3C=CC=CC=3)C3C=CC=CC=3)=CC=CC1=2.O, predict the reaction product. The product is: [Br:1][C:2]1[CH:3]=[C:4]([NH:12][C:13]2[CH:14]=[CH:15][C:16]([C:19]([N:21]3[CH2:22][CH2:23][O:24][CH2:25][CH2:26]3)=[O:20])=[CH:17][CH:18]=2)[C:5]2[N:6]([CH:8]=[CH:9][N:10]=2)[CH:7]=1. (5) Given the reactants [CH:1]([O:4][C:5]1[CH:25]=[CH:24][C:8]([O:9][C:10]2[S:11][C:12]([C:15]3[CH:20]=[CH:19][C:18]([CH:21]([NH2:23])[CH3:22])=[CH:17][CH:16]=3)=[CH:13][N:14]=2)=[CH:7][CH:6]=1)([CH3:3])[CH3:2].C(N(CC)CC)C.[C:33](OC(=O)C)(=[O:35])[CH3:34], predict the reaction product. The product is: [CH:1]([O:4][C:5]1[CH:25]=[CH:24][C:8]([O:9][C:10]2[S:11][C:12]([C:15]3[CH:20]=[CH:19][C:18]([CH:21]([NH:23][C:33](=[O:35])[CH3:34])[CH3:22])=[CH:17][CH:16]=3)=[CH:13][N:14]=2)=[CH:7][CH:6]=1)([CH3:2])[CH3:3]. (6) Given the reactants Cl[C:2]1[C:11]([C:12]([OH:14])=[O:13])=[CH:10][C:9]2[C:4](=[CH:5][CH:6]=[C:7]([Cl:15])[CH:8]=2)[N:3]=1.[NH2:16][CH:17]([CH2:21][C:22]1[N:23]=[CH:24][N:25]([CH2:27][C:28]2[CH:33]=[CH:32][C:31]([N+:34]([O-:36])=[O:35])=[C:30]([CH3:37])[CH:29]=2)[CH:26]=1)[C:18]([OH:20])=[O:19], predict the reaction product. The product is: [C:18]([CH:17]([NH:16][C:2]1[C:11]([C:12]([OH:14])=[O:13])=[CH:10][C:9]2[C:4](=[CH:5][CH:6]=[C:7]([Cl:15])[CH:8]=2)[N:3]=1)[CH2:21][C:22]1[N:23]=[CH:24][N:25]([CH2:27][C:28]2[CH:33]=[CH:32][C:31]([N+:34]([O-:36])=[O:35])=[C:30]([CH3:37])[CH:29]=2)[CH:26]=1)([OH:20])=[O:19]. (7) Given the reactants [H-].[Na+].[CH3:3][C:4]#[N:5].C[O:7][C:8](=O)[C:9]1[CH:14]=[CH:13][CH:12]=[CH:11][C:10]=1[Br:15], predict the reaction product. The product is: [Br:15][C:10]1[CH:11]=[CH:12][CH:13]=[CH:14][C:9]=1[C:8](=[O:7])[CH2:3][C:4]#[N:5]. (8) The product is: [Cl:1][C:2]1[N:7]2[CH:8]=[C:9]([C:11]([O:13][CH2:14][CH3:15])=[O:12])[N:10]=[C:6]2[CH:5]=[C:4]([CH3:16])[C:3]=1[C:17](=[O:19])[C:62]([O:45][CH3:41])=[O:63]. Given the reactants [Cl:1][C:2]1[N:7]2[CH:8]=[C:9]([C:11]([O:13][CH2:14][CH3:15])=[O:12])[N:10]=[C:6]2[CH:5]=[C:4]([CH3:16])[C:3]=1[C:17]([OH:19])=O.[Br-].C(C[S+]1CCCC1)#N.CCN(C(C)C)C(C)C.CN([C:41]([O:45]N1N=NC2C=CC=NC1=2)=[N+](C)C)C.F[P-](F)(F)(F)(F)F.[C:62]([O-])(O)=[O:63].[Na+].OOS([O-])=O.[K+], predict the reaction product.